Dataset: Forward reaction prediction with 1.9M reactions from USPTO patents (1976-2016). Task: Predict the product of the given reaction. (1) Given the reactants Br[C:2]1[C:7]([CH3:8])=[CH:6][C:5]([Br:9])=[CH:4][N:3]=1.[Cu][C:11]#[N:12].O, predict the reaction product. The product is: [Br:9][C:5]1[CH:6]=[C:7]([CH3:8])[C:2]([C:11]#[N:12])=[N:3][CH:4]=1. (2) Given the reactants [Cl:1][C:2]1[N:10]=[C:9]2[C:5]([NH:6][CH:7]=[N:8]2)=[C:4]([Cl:11])[N:3]=1.C1(C)C=CC(S(O)(=O)=O)=CC=1.[O:23]1[CH:28]=[CH:27][CH2:26][CH2:25][CH2:24]1, predict the reaction product. The product is: [Cl:1][C:2]1[N:10]=[C:9]2[C:5]([N:6]=[CH:7][N:8]2[CH:24]2[CH2:25][CH2:26][CH2:27][CH2:28][O:23]2)=[C:4]([Cl:11])[N:3]=1. (3) The product is: [N:12]1([CH:7]2[CH2:6][CH2:5][C:4]3[CH:3]=[C:2]([C:28]4[CH:29]=[C:24]([CH:25]=[CH:26][CH:27]=4)[C:22]([O:21][C:17]([CH3:19])([CH3:20])[CH3:18])=[O:23])[CH:11]=[CH:10][C:9]=3[CH2:8]2)[CH2:16][CH2:15][CH2:14][CH2:13]1. Given the reactants Br[C:2]1[CH:3]=[C:4]2[C:9](=[CH:10][CH:11]=1)[CH2:8][CH:7]([N:12]1[CH2:16][CH2:15][CH2:14][CH2:13]1)[CH2:6][CH2:5]2.[C:17]([O:21][C:22]([C:24]1[CH:25]=[C:26](B(O)O)[CH:27]=[CH:28][CH:29]=1)=[O:23])([CH3:20])([CH3:19])[CH3:18].C(=O)([O-])[O-].[Na+].[Na+], predict the reaction product. (4) Given the reactants Cl.[NH:2]1[C:10]2[C:5](=[CH:6][C:7]([NH:11][C:12]3[C:17]([C:18]#[N:19])=[CH:16][N:15]=[C:14]4[S:20][C:21](I)=[CH:22][C:13]=34)=[CH:8][CH:9]=2)[CH:4]=[CH:3]1.Cl.[NH2:25][CH2:26][C:27]1[CH:32]=[CH:31][C:30](B(O)O)=[CH:29][CH:28]=1, predict the reaction product. The product is: [NH2:25][CH2:26][C:27]1[CH:32]=[CH:31][C:30]([C:21]2[S:20][C:14]3=[N:15][CH:16]=[C:17]([C:18]#[N:19])[C:12]([NH:11][C:7]4[CH:6]=[C:5]5[C:10](=[CH:9][CH:8]=4)[NH:2][CH:3]=[CH:4]5)=[C:13]3[CH:22]=2)=[CH:29][CH:28]=1. (5) Given the reactants [CH2:1]1[C:7]2[CH:8]=[CH:9][C:10]([O:12][C:13]3[CH:21]=[CH:20][C:16]([C:17]([NH2:19])=[O:18])=[CH:15][N:14]=3)=[CH:11][C:6]=2[CH2:5][CH2:4][CH2:3][NH:2]1.C([O-])([O-])=O.[K+].[K+].Br[CH2:29][CH2:30][C:31]([CH3:34])([CH3:33])[CH3:32].C(OCC)(=O)C, predict the reaction product. The product is: [CH3:32][C:31]([CH3:34])([CH3:33])[CH2:30][CH2:29][N:2]1[CH2:3][CH2:4][CH2:5][C:6]2[CH:11]=[C:10]([O:12][C:13]3[CH:21]=[CH:20][C:16]([C:17]([NH2:19])=[O:18])=[CH:15][N:14]=3)[CH:9]=[CH:8][C:7]=2[CH2:1]1. (6) Given the reactants [NH2:1][C:2]1[C:6]2[CH:7]=[C:8]([C:11](O)([CH2:14][CH3:15])[CH2:12][CH3:13])[CH:9]=[CH:10][C:5]=2[O:4][N:3]=1.[NH:17]1[C:25]2[C:20](=[CH:21][CH:22]=[CH:23][C:24]=2[NH:26][S:27]([CH3:30])(=[O:29])=[O:28])[CH:19]=[CH:18]1.C(O)(C(F)(F)F)=O.C([O-])(O)=O.[Na+], predict the reaction product. The product is: [NH2:1][C:2]1[C:6]2[CH:7]=[C:8]([C:11]([C:19]3[C:20]4[C:25](=[C:24]([NH:26][S:27]([CH3:30])(=[O:28])=[O:29])[CH:23]=[CH:22][CH:21]=4)[NH:17][CH:18]=3)([CH2:14][CH3:15])[CH2:12][CH3:13])[CH:9]=[CH:10][C:5]=2[O:4][N:3]=1. (7) Given the reactants [Cl:1][C:2]1[C:10]([NH:11][S:12]([C:15]2[S:16][CH:17]=[CH:18][CH:19]=2)(=[O:14])=[O:13])=[C:9]2[C:5]([CH:6]=[C:7]([C:20]([O:22][CH2:23][CH3:24])=[O:21])[NH:8]2)=[CH:4][CH:3]=1.CI.[C:27](=O)([O-])[O-].[K+].[K+].CN(C)C=O, predict the reaction product. The product is: [Cl:1][C:2]1[C:10]([N:11]([CH3:27])[S:12]([C:15]2[S:16][CH:17]=[CH:18][CH:19]=2)(=[O:14])=[O:13])=[C:9]2[C:5]([CH:6]=[C:7]([C:20]([O:22][CH2:23][CH3:24])=[O:21])[NH:8]2)=[CH:4][CH:3]=1.